This data is from Forward reaction prediction with 1.9M reactions from USPTO patents (1976-2016). The task is: Predict the product of the given reaction. (1) Given the reactants [Cl:1][C:2]1[C:11]2[CH2:10][N:9]([C@H:12]([CH:16]([CH3:18])[CH3:17])[C:13](O)=[O:14])[C:8](=[O:19])[C:7]3=[CH:20][NH:21][C:5]([C:6]=23)=[N:4][CH:3]=1.CN(C(ON1N=[N:37][C:32]2[CH:33]=[CH:34][CH:35]=[N:36][C:31]1=2)=[N+](C)C)C.F[P-](F)(F)(F)(F)F.Cl.N1CCC[C@@H]1C#N.CN1CCOCC1, predict the reaction product. The product is: [Cl:1][C:2]1[C:11]2[CH2:10][N:9]([C@H:12]([CH:16]([CH3:18])[CH3:17])[C:13]([N:36]3[CH2:35][CH2:34][CH2:33][C@@H:31]3[C:32]#[N:37])=[O:14])[C:8](=[O:19])[C:7]3=[CH:20][NH:21][C:5]([C:6]=23)=[N:4][CH:3]=1. (2) Given the reactants [C:1](Cl)(=[O:3])[CH3:2].ClCCCl.[Cl-].[Al+3].[Cl-].[Cl-].FC(F)(F)C(O)=O.C[O:21][C:22]1[N:23]=[N:24][C:25]([C:37]2[CH:42]=[CH:41][N:40]=[CH:39][CH:38]=2)=[CH:26][C:27]=1[C:28]1[NH:29][C:30]2[C:35]([CH:36]=1)=[CH:34][CH:33]=[CH:32][CH:31]=2, predict the reaction product. The product is: [C:1]([C:36]1[C:35]2[C:30](=[CH:31][CH:32]=[CH:33][CH:34]=2)[NH:29][C:28]=1[C:27]1[C:22](=[O:21])[NH:23][N:24]=[C:25]([C:37]2[CH:42]=[CH:41][N:40]=[CH:39][CH:38]=2)[CH:26]=1)(=[O:3])[CH3:2]. (3) Given the reactants [Br:1]N1C(=O)CCC1=O.[Br:9][C:10]1[CH:11]=[CH:12][C:13]([CH2:20][CH3:21])=[C:14]([CH:19]=1)[C:15]([O:17][CH3:18])=[O:16], predict the reaction product. The product is: [Br:9][C:10]1[CH:11]=[CH:12][C:13]([CH:20]([Br:1])[CH3:21])=[C:14]([CH:19]=1)[C:15]([O:17][CH3:18])=[O:16]. (4) Given the reactants [C:1]([C:3]1[C:4]([N:21]2[CH2:26][CH2:25][CH:24]([C:27](O)=[O:28])[CH2:23][CH2:22]2)=[N:5][C:6]([S:14][CH2:15][C:16]([O:18][CH2:19][CH3:20])=[O:17])=[C:7]([C:9]([O:11][CH2:12][CH3:13])=[O:10])[CH:8]=1)#[N:2].[Cl:30][C:31]1[CH:36]=[C:35]([F:37])[CH:34]=[CH:33][C:32]=1[CH2:38][S:39]([NH2:42])(=[O:41])=[O:40], predict the reaction product. The product is: [Cl:30][C:31]1[CH:36]=[C:35]([F:37])[CH:34]=[CH:33][C:32]=1[CH2:38][S:39]([NH:42][C:27]([CH:24]1[CH2:25][CH2:26][N:21]([C:4]2[C:3]([C:1]#[N:2])=[CH:8][C:7]([C:9]([O:11][CH2:12][CH3:13])=[O:10])=[C:6]([S:14][CH2:15][C:16]([O:18][CH2:19][CH3:20])=[O:17])[N:5]=2)[CH2:22][CH2:23]1)=[O:28])(=[O:40])=[O:41]. (5) Given the reactants [OH:1][C:2]1([C:17]#[C:18]/[C:19](/[C:26]([F:29])([F:28])[F:27])=[CH:20]\[C:21]([O:23][CH2:24][CH3:25])=[O:22])[C:13]([CH3:15])([CH3:14])[CH2:12][C:5]2(OC(C)C(C)[O:6]2)[CH:4]=[C:3]1[CH3:16].Cl.O, predict the reaction product. The product is: [OH:1][C:2]1([C:17]#[C:18]/[C:19](/[C:26]([F:27])([F:28])[F:29])=[CH:20]\[C:21]([O:23][CH2:24][CH3:25])=[O:22])[C:13]([CH3:14])([CH3:15])[CH2:12][C:5](=[O:6])[CH:4]=[C:3]1[CH3:16]. (6) Given the reactants [C:1]([O:5][C:6](=[O:26])[N:7]([CH:13]1[CH:18]2[CH:14]1[CH2:15][N:16]([CH2:19][C:20]1[CH:25]=[CH:24][CH:23]=[CH:22][CH:21]=1)[CH2:17]2)[CH2:8][CH2:9][CH2:10][CH2:11]Br)(C)(C)[CH3:2].BrCCCCl.[CH3:32][O:33][C:34]1[CH:39]=[CH:38][C:37]([CH3:40])=[CH:36][C:35]=1[CH:41]([C:46]1[CH:51]=[CH:50][CH:49]=[CH:48][CH:47]=1)[CH2:42][C:43]([OH:45])=[O:44].N12CCCN=C1CCCCC2, predict the reaction product. The product is: [CH2:19]([N:16]1[CH2:15][CH:14]2[CH:18]([CH:13]2[N:7]([C:6]([O:5][CH2:1][CH3:2])=[O:26])[CH2:8][CH2:9][CH2:10][CH2:11][O:44][C:43](=[O:45])[CH2:42][CH:41]([C:35]2[CH:36]=[C:37]([CH3:40])[CH:38]=[CH:39][C:34]=2[O:33][CH3:32])[C:46]2[CH:51]=[CH:50][CH:49]=[CH:48][CH:47]=2)[CH2:17]1)[C:20]1[CH:21]=[CH:22][CH:23]=[CH:24][CH:25]=1. (7) The product is: [Cl:22][C:18]1[CH:17]=[CH:16][CH:15]=[C:14]2[C:19]=1[C:11]([S:8]([C:5]1[CH:6]=[CH:7][C:2]([Cl:1])=[CH:3][CH:4]=1)(=[O:10])=[O:9])=[C:12]([CH3:21])[NH:13]2. Given the reactants [Cl:1][C:2]1[CH:7]=[CH:6][C:5]([S:8]([C:11]2[C:19]3[C:14](=[CH:15][CH:16]=[C:17](C)[CH:18]=3)[NH:13][C:12]=2[CH3:21])(=[O:10])=[O:9])=[CH:4][CH:3]=1.[Cl:22]C1C=CC(SC2C3C(=CC=C(C)C=3)NC=2C)=CC=1, predict the reaction product.